Dataset: Full USPTO retrosynthesis dataset with 1.9M reactions from patents (1976-2016). Task: Predict the reactants needed to synthesize the given product. (1) Given the product [OH:8][CH:7]([C:2]1[CH:3]=[CH:4][CH:5]=[CH:6][N:1]=1)[C:9]1([C:17]2[CH:18]=[N:19][CH:20]=[C:21]([C:23]([F:26])([F:24])[F:25])[CH:22]=2)[CH2:10][C:11](=[O:13])[CH2:12]1, predict the reactants needed to synthesize it. The reactants are: [N:1]1[CH:6]=[CH:5][CH:4]=[CH:3][C:2]=1[CH:7]([C:9]1([C:17]2[CH:18]=[N:19][CH:20]=[C:21]([C:23]([F:26])([F:25])[F:24])[CH:22]=2)[CH2:12][C:11]2(OCC[O:13]2)[CH2:10]1)[OH:8].Cl.[OH-].[Na+]. (2) Given the product [OH:1][C:2]1[CH:3]=[CH:4][C:5]([CH2:8][C:9]([O:11][CH3:12])=[O:10])=[CH:6][CH:7]=1, predict the reactants needed to synthesize it. The reactants are: [OH:1][C:2]1[CH:7]=[CH:6][C:5]([CH2:8][C:9]([OH:11])=[O:10])=[CH:4][CH:3]=1.[C:12](=O)(O)[O-].[Na+]. (3) Given the product [CH2:1]([O:3][C:4]1[CH:5]=[C:6]2[C:11](=[CH:12][C:13]=1[O:14][CH2:15][CH3:16])[N:10]=[CH:9][C:8]([C:17]#[N:18])=[C:7]2[CH2:19][C:25]([C:27]1[C:28]([CH3:33])=[N:29][CH:30]=[CH:31][CH:32]=1)=[O:26])[CH3:2], predict the reactants needed to synthesize it. The reactants are: [CH2:1]([O:3][C:4]1[CH:5]=[C:6]2[C:11](=[CH:12][C:13]=1[O:14][CH2:15][CH3:16])[N:10]=[CH:9][C:8]([C:17]#[N:18])=[C:7]2[CH3:19])[CH3:2].N1([C:25]([C:27]2[C:28]([CH3:33])=[N:29][CH:30]=[CH:31][CH:32]=2)=[O:26])C=CN=C1.[Li+].C[Si]([N-][Si](C)(C)C)(C)C. (4) Given the product [Br:12][C:13]1[CH:18]=[C:17]([N:1]2[CH:5]=[C:4]([C:6]3[CH:11]=[CH:10][CH:9]=[CH:8][N:7]=3)[CH:3]=[N:2]2)[CH:16]=[C:15]([Cl:20])[CH:14]=1, predict the reactants needed to synthesize it. The reactants are: [NH:1]1[CH:5]=[C:4]([C:6]2[CH:11]=[CH:10][CH:9]=[CH:8][N:7]=2)[CH:3]=[N:2]1.[Br:12][C:13]1[CH:18]=[C:17](F)[CH:16]=[C:15]([Cl:20])[CH:14]=1.C(=O)([O-])[O-].[K+].[K+].CCCCCC. (5) The reactants are: [CH:1]12[CH2:10][CH:5]3[CH2:6][CH:7]([CH2:9][CH:3]([CH2:4]3)[CH:2]1[NH:11][C:12](=[O:25])[C:13]1[CH:18]=[CH:17][CH:16]=[C:15]([N:19]3[CH2:24][CH2:23][NH:22][CH2:21][CH2:20]3)[N:14]=1)[CH2:8]2.Br[CH2:27][CH2:28][OH:29].C(=O)([O-])[O-].[K+].[K+].CO. Given the product [CH:1]12[CH2:10][CH:5]3[CH2:6][CH:7]([CH2:9][CH:3]([CH2:4]3)[CH:2]1[NH:11][C:12](=[O:25])[C:13]1[CH:18]=[CH:17][CH:16]=[C:15]([N:19]3[CH2:20][CH2:21][N:22]([CH2:27][CH2:28][OH:29])[CH2:23][CH2:24]3)[N:14]=1)[CH2:8]2, predict the reactants needed to synthesize it. (6) Given the product [F:13][C@@H:11]1[CH2:12][NH:8][CH2:9][C@H:10]1[NH:14][C:15](=[O:22])[CH2:16][CH2:17][S:18]([CH3:21])(=[O:19])=[O:20], predict the reactants needed to synthesize it. The reactants are: C([N:8]1[CH2:12][C@@H:11]([F:13])[C@H:10]([NH:14][C:15](=[O:22])[CH2:16][CH2:17][S:18]([CH3:21])(=[O:20])=[O:19])[CH2:9]1)C1C=CC=CC=1. (7) Given the product [C:1]([C:5]1[CH:31]=[CH:30][C:8]([C:9]([NH:11][C:12]2[CH:28]=[C:27]([NH:29][S:34]([N:33]([CH3:38])[CH3:32])(=[O:36])=[O:35])[CH:26]=[CH:25][C:13]=2[C:14]([NH:16][C:17]2[CH:22]=[CH:21][C:20]([O:23][CH3:24])=[CH:19][CH:18]=2)=[O:15])=[O:10])=[CH:7][CH:6]=1)([CH3:4])([CH3:2])[CH3:3], predict the reactants needed to synthesize it. The reactants are: [C:1]([C:5]1[CH:31]=[CH:30][C:8]([C:9]([NH:11][C:12]2[CH:28]=[C:27]([NH2:29])[CH:26]=[CH:25][C:13]=2[C:14]([NH:16][C:17]2[CH:22]=[CH:21][C:20]([O:23][CH3:24])=[CH:19][CH:18]=2)=[O:15])=[O:10])=[CH:7][CH:6]=1)([CH3:4])([CH3:3])[CH3:2].[CH3:32][N:33]([CH3:38])[S:34](Cl)(=[O:36])=[O:35].